This data is from Forward reaction prediction with 1.9M reactions from USPTO patents (1976-2016). The task is: Predict the product of the given reaction. (1) Given the reactants I[C:2]1[CH:7]=[CH:6][CH:5]=[C:4]([N+:8]([O-:10])=[O:9])[CH:3]=1.[CH2:11]([O:15][CH2:16][CH2:17][CH2:18][CH2:19][CH2:20][CH2:21][Br:22])[CH2:12][C:13]#[CH:14], predict the reaction product. The product is: [Br:22][CH2:21][CH2:20][CH2:19][CH2:18][CH2:17][CH2:16][O:15][CH2:11][CH2:12][C:13]#[C:14][C:2]1[CH:7]=[CH:6][CH:5]=[C:4]([N+:8]([O-:10])=[O:9])[CH:3]=1. (2) Given the reactants [CH2:6]([N:7]=C=O)[CH2:5][CH2:4][CH2:4][CH2:5][CH2:6][N:7]=C=O.[CH2:13]([CH:21](S)[C:22]([O-:24])=[O:23])CCCCC(C)C.[CH2:26]([CH:34](S)C([O-])=O)[CH2:27][CH2:28]CCC(C)C.C([Sn+2]CCCC)CCC, predict the reaction product. The product is: [C:6](#[N:7])[CH:5]=[CH2:4].[C:22]([O:24][CH2:34][CH2:26][CH2:27][CH3:28])(=[O:23])[CH:21]=[CH2:13].[C:6](#[N:7])[CH:5]=[CH2:4].